Dataset: Forward reaction prediction with 1.9M reactions from USPTO patents (1976-2016). Task: Predict the product of the given reaction. (1) Given the reactants [NH2:1][C:2]1[CH:3]=[C:4]2[C:20](=[O:21])[NH:19][N:18]=[CH:17][C:6]3=[C:7]([C:11]4[CH:16]=[CH:15][CH:14]=[CH:13][CH:12]=4)[NH:8][C:9]([CH:10]=1)=[C:5]23.[C:22](O)(=[O:28])/[CH:23]=[CH:24]/[CH:25]=[CH:26]/[CH3:27].C(N(CC)CC)C.F[P-](F)(F)(F)(F)F.N1(OC(N(C)C)=[N+](C)C)C2N=CC=CC=2N=N1, predict the reaction product. The product is: [O:21]=[C:20]1[C:4]2[C:5]3[C:6](=[C:7]([C:11]4[CH:12]=[CH:13][CH:14]=[CH:15][CH:16]=4)[NH:8][C:9]=3[CH:10]=[C:2]([NH:1][C:22](=[O:28])/[CH:23]=[CH:24]/[CH:25]=[CH:26]/[CH3:27])[CH:3]=2)[CH:17]=[N:18][NH:19]1. (2) Given the reactants [CH3:1][C:2]1[CH:11]=[CH:10][C:9]([CH:12]=C)=[CH:8][C:3]=1[C:4]([O:6][CH3:7])=[O:5].C([OH:18])(C)(C)C.O.I([O-])(=O)(=O)=O.[Na+], predict the reaction product. The product is: [CH:12]([C:9]1[CH:10]=[CH:11][C:2]([CH3:1])=[C:3]([CH:8]=1)[C:4]([O:6][CH3:7])=[O:5])=[O:18]. (3) Given the reactants [NH2:1][C:2]1[N:10]=[C:9]([CH2:11][O:12][CH3:13])[CH:8]=[CH:7][C:3]=1[C:4]([OH:6])=O.[F:14][C:15]([F:33])([F:32])[O:16][C:17]1[CH:22]=[CH:21][C:20]([O:23][C:24]2[CH:31]=[CH:30][C:27]([CH2:28][NH2:29])=[CH:26][CH:25]=2)=[CH:19][CH:18]=1.CN([P+](ON1N=NC2C=CC=CC1=2)(N(C)C)N(C)C)C.F[P-](F)(F)(F)(F)F.C(=O)(O)[O-].[Na+], predict the reaction product. The product is: [F:14][C:15]([F:32])([F:33])[O:16][C:17]1[CH:18]=[CH:19][C:20]([O:23][C:24]2[CH:31]=[CH:30][C:27]([CH2:28][NH:29][C:4](=[O:6])[C:3]3[CH:7]=[CH:8][C:9]([CH2:11][O:12][CH3:13])=[N:10][C:2]=3[NH2:1])=[CH:26][CH:25]=2)=[CH:21][CH:22]=1. (4) The product is: [Si:23]([O:30][C@@H:31]1[C@@H:36]([CH3:37])[CH2:35][N:34]([C:38]2[CH:43]=[CH:42][N:41]=[CH:40][C:39]=2[NH:44][C:45]2[N:10]3[N:11]=[C:12]([C:15]4[C:20]([F:21])=[CH:19][CH:18]=[CH:17][C:16]=4[F:22])[CH:13]=[CH:14][C:9]3=[CH:8][N:5]=2)[CH2:33][C@H:32]1[NH:47][C:48](=[O:54])[O:49][C:50]([CH3:53])([CH3:52])[CH3:51])([C:26]([CH3:27])([CH3:28])[CH3:29])([CH3:24])[CH3:25]. Given the reactants P(C)(C)C.[N:5]([CH2:8][C:9]1[N:10]=[N:11][C:12]([C:15]2[C:20]([F:21])=[CH:19][CH:18]=[CH:17][C:16]=2[F:22])=[CH:13][CH:14]=1)=[N+]=[N-].[Si:23]([O:30][C@@H:31]1[C@@H:36]([CH3:37])[CH2:35][N:34]([C:38]2[CH:43]=[CH:42][N:41]=[CH:40][C:39]=2[N:44]=[C:45]=S)[CH2:33][C@H:32]1[NH:47][C:48](=[O:54])[O:49][C:50]([CH3:53])([CH3:52])[CH3:51])([C:26]([CH3:29])([CH3:28])[CH3:27])([CH3:25])[CH3:24], predict the reaction product. (5) Given the reactants [CH:1](I)([CH3:3])[CH3:2].[Br:5][C:6]1[CH:7]=[C:8]([CH2:21][CH2:22][O:23][C:24](=[O:26])[CH3:25])[CH:9]=[C:10]([Br:20])[C:11]=1[O:12][C:13]1[CH:18]=[CH:17][C:16](=[O:19])[NH:15][N:14]=1, predict the reaction product. The product is: [Br:5][C:6]1[CH:7]=[C:8]([CH2:21][CH2:22][O:23][C:24](=[O:26])[CH3:25])[CH:9]=[C:10]([Br:20])[C:11]=1[O:12][C:13]1[CH:18]=[CH:17][C:16](=[O:19])[N:15]([CH:1]([CH3:3])[CH3:2])[N:14]=1. (6) Given the reactants Cl[C:2]1[N:7]=[C:6]([C:8]2[S:12][C:11]([C:13]([NH:16]C(=O)OC(C)(C)C)([CH3:15])[CH3:14])=[N:10][C:9]=2[C:24]2[CH:29]=[CH:28][CH:27]=[C:26]([NH:30][S:31]([C:34]3[C:39]([F:40])=[CH:38][CH:37]=[CH:36][C:35]=3[F:41])(=[O:33])=[O:32])[C:25]=2[F:42])[CH:5]=[CH:4][N:3]=1.[OH-].[NH4+:44], predict the reaction product. The product is: [NH2:16][C:13]([C:11]1[S:12][C:8]([C:6]2[CH:5]=[CH:4][N:3]=[C:2]([NH2:44])[N:7]=2)=[C:9]([C:24]2[C:25]([F:42])=[C:26]([NH:30][S:31]([C:34]3[C:35]([F:41])=[CH:36][CH:37]=[CH:38][C:39]=3[F:40])(=[O:33])=[O:32])[CH:27]=[CH:28][CH:29]=2)[N:10]=1)([CH3:15])[CH3:14]. (7) Given the reactants C([O:3][C:4](=O)[CH2:5][CH2:6][CH2:7][C:8]1([C:14]2[CH:19]=[CH:18][CH:17]=[CH:16][CH:15]=2)[CH2:13][CH2:12][CH2:11][CH2:10][CH2:9]1)C.[H-].[H-].[H-].[H-].[H-].[Li+].[Al+3], predict the reaction product. The product is: [C:14]1([C:8]2([CH2:7][CH2:6][CH2:5][CH2:4][OH:3])[CH2:13][CH2:12][CH2:11][CH2:10][CH2:9]2)[CH:19]=[CH:18][CH:17]=[CH:16][CH:15]=1.